This data is from Catalyst prediction with 721,799 reactions and 888 catalyst types from USPTO. The task is: Predict which catalyst facilitates the given reaction. (1) The catalyst class is: 9. Product: [C:64]([O:63][C:61]([N:60]([O:3][CH2:5][CH2:6][O:7][C:8]1[CH:9]=[CH:10][C:11]2[O:15][C:14]([C:16]([NH:18][C:19]3[CH:24]=[CH:23][C:22]([Cl:25])=[CH:21][N:20]=3)=[O:17])=[C:13]([NH:26][C:27]([C@H:29]3[CH2:30][CH2:31][C@H:32]([N:35]4[CH2:39][CH2:38][CH2:37][C:36]4=[O:40])[CH2:33][CH2:34]3)=[O:28])[C:12]=2[CH:41]=1)[C:59]([NH:58][C:56]([O:55][C:51]([CH3:52])([CH3:53])[CH3:54])=[O:57])=[NH:68])=[O:62])([CH3:65])([CH3:66])[CH3:67]. Reactant: Cl.Cl.[O:3]([CH2:5][CH2:6][O:7][C:8]1[CH:9]=[CH:10][C:11]2[O:15][C:14]([C:16]([NH:18][C:19]3[CH:24]=[CH:23][C:22]([Cl:25])=[CH:21][N:20]=3)=[O:17])=[C:13]([NH:26][C:27]([C@H:29]3[CH2:34][CH2:33][C@H:32]([N:35]4[CH2:39][CH2:38][CH2:37][C:36]4=[O:40])[CH2:31][CH2:30]3)=[O:28])[C:12]=2[CH:41]=1)N.C(N(CC)C(C)C)(C)C.[C:51]([O:55][C:56]([NH:58][C:59]([N:68]1C=CC=N1)=[N:60][C:61]([O:63][C:64]([CH3:67])([CH3:66])[CH3:65])=[O:62])=[O:57])([CH3:54])([CH3:53])[CH3:52]. (2) Reactant: Br[C:2]1[CH:3]=[CH:4][C:5]([N:8]2[CH2:12][CH2:11][CH:10]([OH:13])[CH2:9]2)=[N:6][CH:7]=1.[CH:14]1([C:17]([N:19]2[CH2:24][CH2:23][C:22]([CH2:26][N:27]3[C:32](=[O:33])[C:31]4[CH:34]=[N:35][N:36]([C:37]5[CH:42]=[CH:41][C:40](B6OC(C)(C)C(C)(C)O6)=[CH:39][CH:38]=5)[C:30]=4[N:29]=[CH:28]3)([OH:25])[CH2:21][CH2:20]2)=[O:18])[CH2:16][CH2:15]1.CN(C=O)C.C(=O)([O-])[O-].[Na+].[Na+]. Product: [CH:14]1([C:17]([N:19]2[CH2:20][CH2:21][C:22]([CH2:26][N:27]3[C:32](=[O:33])[C:31]4[CH:34]=[N:35][N:36]([C:37]5[CH:42]=[CH:41][C:40]([C:2]6[CH:7]=[N:6][C:5]([N:8]7[CH2:12][CH2:11][CH:10]([OH:13])[CH2:9]7)=[CH:4][CH:3]=6)=[CH:39][CH:38]=5)[C:30]=4[N:29]=[CH:28]3)([OH:25])[CH2:23][CH2:24]2)=[O:18])[CH2:16][CH2:15]1. The catalyst class is: 263. (3) Reactant: [F:1][C:2]1[CH:7]=[C:6]([N+:8]([O-])=O)[CH:5]=[C:4]([S:11]([CH3:14])(=[O:13])=[O:12])[CH:3]=1. Product: [F:1][C:2]1[CH:7]=[C:6]([CH:5]=[C:4]([S:11]([CH3:14])(=[O:13])=[O:12])[CH:3]=1)[NH2:8]. The catalyst class is: 29. (4) Reactant: [Cl:1][C:2]1[C:10]2[N:9]=[C:8]3[N:11]([C:15]4[CH:16]=[CH:17][C:18]([C:22]#[N:23])=[N:19][C:20]=4[CH3:21])[CH2:12][CH2:13][CH2:14][N:7]3[C:6]=2[C:5]([CH:24]([O:29][CH:30]([F:32])[F:31])[C:25]([F:28])([F:27])[F:26])=[CH:4][CH:3]=1.C([OH:37])(C)(C)C. Product: [Cl:1][C:2]1[C:10]2[N:9]=[C:8]3[N:11]([C:15]4[CH:16]=[CH:17][C:18]([C:22]([NH2:23])=[O:37])=[N:19][C:20]=4[CH3:21])[CH2:12][CH2:13][CH2:14][N:7]3[C:6]=2[C:5]([CH:24]([O:29][CH:30]([F:31])[F:32])[C:25]([F:28])([F:27])[F:26])=[CH:4][CH:3]=1. The catalyst class is: 6.